The task is: Predict the reactants needed to synthesize the given product.. This data is from Full USPTO retrosynthesis dataset with 1.9M reactions from patents (1976-2016). (1) Given the product [Cl:53][C:48]1[CH:47]=[C:46]([C:33]2[CH:32]=[C:31]([O:30][CH2:29][CH2:28][C:27]([NH:26][CH:22]([CH:23]([CH3:25])[CH3:24])[CH2:21][CH2:20][CH2:19][OH:18])=[O:54])[N:35]([C:36]3[CH:45]=[CH:44][C:43]4[C:38](=[CH:39][CH:40]=[CH:41][CH:42]=4)[CH:37]=3)[N:34]=2)[CH:51]=[C:50]([Cl:52])[CH:49]=1, predict the reactants needed to synthesize it. The reactants are: [Si]([O:18][CH2:19][CH2:20][CH2:21][CH:22]([NH:26][C:27](=[O:54])[CH2:28][CH2:29][O:30][C:31]1[N:35]([C:36]2[CH:45]=[CH:44][C:43]3[C:38](=[CH:39][CH:40]=[CH:41][CH:42]=3)[CH:37]=2)[N:34]=[C:33]([C:46]2[CH:51]=[C:50]([Cl:52])[CH:49]=[C:48]([Cl:53])[CH:47]=2)[CH:32]=1)[CH:23]([CH3:25])[CH3:24])(C(C)(C)C)(C1C=CC=CC=1)C1C=CC=CC=1.[F-].C([N+](CCCC)(CCCC)CCCC)CCC. (2) Given the product [CH3:15][O:16][C:17]([C:19]1[S:20][C:21]([CH2:24][C:26]2[N:27]([S:40]([C:43]3[CH:48]=[CH:47][CH:46]=[C:45]([C:49]([CH3:52])([CH3:51])[CH3:50])[CH:44]=3)(=[O:41])=[O:42])[C:28]3[C:33]([C:34]=2[CH3:35])=[CH:32][C:31]([C:36]([F:38])([F:39])[F:37])=[CH:30][CH:29]=3)=[CH:22][CH:23]=1)=[O:18], predict the reactants needed to synthesize it. The reactants are: C([SiH](CC)CC)C.FC(F)(F)C(O)=O.[CH3:15][O:16][C:17]([C:19]1[S:20][C:21]([CH:24]([C:26]2[N:27]([S:40]([C:43]3[CH:48]=[CH:47][CH:46]=[C:45]([C:49]([CH3:52])([CH3:51])[CH3:50])[CH:44]=3)(=[O:42])=[O:41])[C:28]3[C:33]([C:34]=2[CH3:35])=[CH:32][C:31]([C:36]([F:39])([F:38])[F:37])=[CH:30][CH:29]=3)O)=[CH:22][CH:23]=1)=[O:18]. (3) Given the product [NH2:5][CH2:4][CH:3]([C:13]1[CH:14]=[CH:15][CH:16]=[CH:17][CH:18]=1)[O:2][N:1]1[C:21](=[O:23])[C:20]2[C:13](=[CH:14][CH:15]=[CH:16][CH:17]=2)[C:3]1=[O:2], predict the reactants needed to synthesize it. The reactants are: [NH2:1][O:2][CH:3]([C:13]1[CH:18]=[CH:17][CH:16]=[CH:15][CH:14]=1)[CH2:4][NH:5]C(=O)OC(C)(C)C.F[C:20](F)(F)[C:21]([OH:23])=O. (4) Given the product [N:17]1[CH:16]=[CH:15][C:14]([NH:13][C:12]([C:3]2[C:28]3[C:26]4[C:25](=[CH:6][CH:7]=[CH:2][CH:3]=4)[NH:24][C:27]=3[C:6]([O:34][CH3:33])=[CH:7][CH:2]=2)=[O:29])=[CH:21][CH:20]=1, predict the reactants needed to synthesize it. The reactants are: N[C:2]1[CH:7]=[CH:6]N=C[CH:3]=1.Cl.C(N=[C:12]=[N:13][CH2:14][CH2:15][CH2:16][N:17]([CH2:20][CH3:21])CC)C.C([N:24]([CH2:27][CH3:28])[CH2:25][CH3:26])C.[OH2:29].CN([CH:33]=[O:34])C.